From a dataset of Catalyst prediction with 721,799 reactions and 888 catalyst types from USPTO. Predict which catalyst facilitates the given reaction. (1) Reactant: C([N:8]1[CH2:13][CH2:12][CH:11]([N:14]2[CH2:19][CH2:18][CH2:17][CH:16]([C:20]([N:22]3[CH2:27][CH2:26][CH2:25][CH2:24][CH2:23]3)=[O:21])[CH2:15]2)[CH2:10][CH2:9]1)C1C=CC=CC=1.C(OCC)(=O)C.[ClH:34]. Product: [ClH:34].[ClH:34].[N:22]1([C:20]([CH:16]2[CH2:17][CH2:18][CH2:19][N:14]([CH:11]3[CH2:10][CH2:9][NH:8][CH2:13][CH2:12]3)[CH2:15]2)=[O:21])[CH2:23][CH2:24][CH2:25][CH2:26][CH2:27]1. The catalyst class is: 352. (2) Reactant: [Al+3].[Cl-].[Cl-].[Cl-].Br[C:6]([CH3:11])([CH3:10])[C:7](Br)=[O:8].[CH3:12][C:13]1[CH:14]=[CH:15][CH:16]=[CH:17][C:18]=1[CH3:19]. Product: [CH3:10][CH:6]1[CH2:11][C:16]2[C:15](=[CH:14][C:13]([CH3:12])=[C:18]([CH3:19])[CH:17]=2)[C:7]1=[O:8]. The catalyst class is: 2. (3) Product: [C:1]([O:5][C:6]([N:8]1[CH2:27][CH2:26][N:11]2[C:12](=[O:25])[C:13]3[C:18]([C@@H:10]2[CH2:9]1)=[CH:17][C:16]([CH2:19][O:20][CH3:28])=[CH:15][C:14]=3[C:21]([F:22])([F:24])[F:23])=[O:7])([CH3:4])([CH3:2])[CH3:3]. Reactant: [C:1]([O:5][C:6]([N:8]1[CH2:27][CH2:26][N:11]2[C:12](=[O:25])[C:13]3[C:18]([C@@H:10]2[CH2:9]1)=[CH:17][C:16]([CH2:19][OH:20])=[CH:15][C:14]=3[C:21]([F:24])([F:23])[F:22])=[O:7])([CH3:4])([CH3:3])[CH3:2].[CH3:28]N(C1C2C(N(C)C)=CC=CC=2C=CC=1)C.F[B-](F)(F)F.C[O+](C)C. The catalyst class is: 2. (4) Reactant: [CH3:1][O:2][C:3](=[O:15])[C:4]1[CH:9]=[CH:8][C:7]([CH2:10][N:11]=[N+]=[N-])=[N:6][C:5]=1[Cl:14].C1(P(C2C=CC=CC=2)C2C=CC=CC=2)C=CC=CC=1. Product: [CH3:1][O:2][C:3](=[O:15])[C:4]1[CH:9]=[CH:8][C:7]([CH2:10][NH2:11])=[N:6][C:5]=1[Cl:14]. The catalyst class is: 20. (5) Reactant: [F:1][C:2]1[C:3]2[CH:4]=[CH:5][CH:6]=[N:7][C:8]=2[C:9]2[O:15][CH2:14][CH2:13][O:12][C:10]=2[CH:11]=1.[CH2:16]([I:19])[CH:17]=[CH2:18]. Product: [I-:19].[F:1][C:2]1[C:3]2[CH:4]=[CH:5][CH:6]=[N+:7]([CH2:18][CH:17]=[CH2:16])[C:8]=2[C:9]2[O:15][CH2:14][CH2:13][O:12][C:10]=2[CH:11]=1. The catalyst class is: 11. (6) Reactant: [CH3:1][C:2]1[N:7]=[C:6]([N:8]2[CH2:13][CH2:12][CH:11]([N:14]([CH2:25][CH3:26])C(=O)OCC3C=CC=CC=3)[CH2:10][CH2:9]2)[CH:5]=[C:4]([CH3:27])[N:3]=1. The catalyst class is: 105. Product: [CH3:1][C:2]1[N:7]=[C:6]([N:8]2[CH2:13][CH2:12][CH:11]([NH:14][CH2:25][CH3:26])[CH2:10][CH2:9]2)[CH:5]=[C:4]([CH3:27])[N:3]=1. (7) Reactant: C(=O)([O-])[O-].[Cs+].[Cs+].C1(S)C=CC=CC=1.[CH3:14][O:15][C:16]1[CH:17]=[C:18]([N:25]2[CH2:31][C@H:30]([OH:32])[CH2:29][N:28](S(C3C=CC=CC=3[N+]([O-])=O)(=O)=O)[CH2:27][CH2:26]2)[CH:19]=[CH:20][C:21]=1[N+:22]([O-:24])=[O:23]. Product: [CH3:14][O:15][C:16]1[CH:17]=[C:18]([N:25]2[CH2:31][C@H:30]([OH:32])[CH2:29][NH:28][CH2:27][CH2:26]2)[CH:19]=[CH:20][C:21]=1[N+:22]([O-:24])=[O:23]. The catalyst class is: 1.